This data is from Experimentally validated miRNA-target interactions with 360,000+ pairs, plus equal number of negative samples. The task is: Binary Classification. Given a miRNA mature sequence and a target amino acid sequence, predict their likelihood of interaction. (1) The miRNA is hsa-miR-140-5p with sequence CAGUGGUUUUACCCUAUGGUAG. The protein sequence of the target gene is METSQGWLVACVLTMTLVWTVAEDVCRAPNGKDGAPGNPGRPGRPGLKGERGEPGAAGIRTGIRGFKGDPGESGPPGKPGNVGLPGPSGPLGDSGPQGLKGVKGNPGNIRDQPRPAFSAIRQNPMTLGNVVIFDKVLTNQESPYQNHTGRFICAVPGFYYFNFQVISKWDLCLFIKSSSGGQPRDSLSFSNTNNKGLFQVLAGGTVLQLRRGDEVWIEKDPAKGRIYQGTEADSIFSGFLIFPSA. Result: 0 (no interaction). (2) The miRNA is hsa-miR-942-3p with sequence CACAUGGCCGAAACAGAGAAGU. The protein sequence of the target gene is MERLLAQLCGSSAAWPLPLWEGDTTGHCFTQLVLSALPHALLAVLSACYLGTPRSPDYILPCSPGWRLRLAASFLLSVFPLLDLLPVALPPGAGPGPIGLEVLAGCVAAVAWISHSLALWVLAHSPHGHSRGPLALALVALLPAPALVLTVLWHCQRGTLLPPLLPGPMARLCLLILQLAALLAYALGWAAPGGPREPWAQEPLLPEDQEPEVAEDGESWLSRFSYAWLAPLLARGACGELRQPQDICRLPHRLQPTYLARVFQAHWQEGARLWRALYGAFGRCYLALGLLKLVGTMLGF.... Result: 0 (no interaction).